Dataset: Full USPTO retrosynthesis dataset with 1.9M reactions from patents (1976-2016). Task: Predict the reactants needed to synthesize the given product. (1) Given the product [CH:1]1([C:4]2[CH:9]=[CH:8][C:7]([CH2:10][C:11]([OH:13])=[O:12])=[CH:6][CH:5]=2)[CH2:2][CH2:3]1, predict the reactants needed to synthesize it. The reactants are: [CH:1]1([C:4]2[CH:9]=[CH:8][C:7]([CH2:10][C:11]([O:13]C)=[O:12])=[CH:6][CH:5]=2)[CH2:3][CH2:2]1.O.[OH-].[Li+].Cl. (2) The reactants are: [CH3:1][C:2]1[CH:7]=[C:6]([C:8](=O)[CH2:9][CH:10]([C:18]2[CH:23]=[CH:22][C:21]([CH:24]=[CH:25][C:26]([OH:28])=[O:27])=[CH:20][CH:19]=2)[C:11]2[CH:16]=[CH:15][CH:14]=[CH:13][C:12]=2[CH3:17])[CH:5]=[CH:4][N:3]=1.Cl.[NH2:31][OH:32].C([O-])(O)=O.[Na+]. Given the product [OH:32][N:31]=[C:8]([C:6]1[CH:5]=[CH:4][N:3]=[C:2]([CH3:1])[CH:7]=1)[CH2:9][CH:10]([C:18]1[CH:23]=[CH:22][C:21]([CH:24]=[CH:25][C:26]([OH:28])=[O:27])=[CH:20][CH:19]=1)[C:11]1[CH:16]=[CH:15][CH:14]=[CH:13][C:12]=1[CH3:17], predict the reactants needed to synthesize it. (3) Given the product [CH2:12]([O:11][C:9](=[O:10])[CH2:8][C:7]1[N:21]=[C:20]([SH:23])[S:22][C:14]=1[C:15]([O:17][CH2:18][CH3:19])=[O:16])[CH3:13], predict the reactants needed to synthesize it. The reactants are: S(Cl)(Cl)(=O)=O.O=[C:7]([CH2:14][C:15]([O:17][CH2:18][CH3:19])=[O:16])[CH2:8][C:9]([O:11][CH2:12][CH3:13])=[O:10].[C:20](=[S:23])([S-:22])[NH2:21].[NH4+]. (4) The reactants are: [OH:1][C:2]1[C:6](=[O:7])[N:5]([C:8]2[S:9][C:10]([S:13]([C:16]3[CH:21]=[CH:20][C:19]([N+:22]([O-:24])=[O:23])=[CH:18][CH:17]=3)(=[O:15])=[O:14])=[CH:11][N:12]=2)[CH:4]([C:25]2[CH:33]=[CH:32][C:28]([C:29](O)=[O:30])=[CH:27][CH:26]=2)[C:3]=1[C:34](=[O:42])[C:35]1[CH:40]=[CH:39][C:38]([CH3:41])=[CH:37][CH:36]=1.Cl.[CH3:44][NH:45][CH3:46]. Given the product [OH:1][C:2]1[C:6](=[O:7])[N:5]([C:8]2[S:9][C:10]([S:13]([C:16]3[CH:21]=[CH:20][C:19]([N+:22]([O-:24])=[O:23])=[CH:18][CH:17]=3)(=[O:15])=[O:14])=[CH:11][N:12]=2)[CH:4]([C:25]2[CH:33]=[CH:32][C:28]([C:29]([N:45]([CH3:46])[CH3:44])=[O:30])=[CH:27][CH:26]=2)[C:3]=1[C:34](=[O:42])[C:35]1[CH:36]=[CH:37][C:38]([CH3:41])=[CH:39][CH:40]=1, predict the reactants needed to synthesize it. (5) The reactants are: [CH3:1][C:2]([S:5]([NH:7][C:8]([C:24]1[CH:29]=[CH:28][C:27]([O:30][CH2:31][CH2:32][CH2:33][C:34]([F:37])([F:36])[F:35])=[CH:26][CH:25]=1)([C:13]([F:23])([F:22])[C:14](=[O:21])[N:15]1[CH2:20][CH2:19][CH2:18][CH2:17][CH2:16]1)[C:9]([F:12])([F:11])[F:10])=[O:6])([CH3:4])[CH3:3].[H-].[Na+].[CH:40]1[CH:45]=[CH:44][C:43]([CH2:46]Br)=[CH:42][CH:41]=1. Given the product [CH2:46]([N:7]([C:8]([C:24]1[CH:29]=[CH:28][C:27]([O:30][CH2:31][CH2:32][CH2:33][C:34]([F:37])([F:35])[F:36])=[CH:26][CH:25]=1)([C:13]([F:22])([F:23])[C:14](=[O:21])[N:15]1[CH2:20][CH2:19][CH2:18][CH2:17][CH2:16]1)[C:9]([F:10])([F:11])[F:12])[S:5]([C:2]([CH3:1])([CH3:3])[CH3:4])=[O:6])[C:43]1[CH:44]=[CH:45][CH:40]=[CH:41][CH:42]=1, predict the reactants needed to synthesize it. (6) Given the product [Cl:11][C:9]1[CH:10]=[C:2]2[C:3](=[CH:7][CH:8]=1)[C:4](=[O:6])[C:17]1[C:12]([OH:18])=[CH:13][C:14]([OH:26])=[CH:15][C:16]=1[NH:1]2, predict the reactants needed to synthesize it. The reactants are: [NH2:1][C:2]1[CH:10]=[C:9]([Cl:11])[CH:8]=[CH:7][C:3]=1[C:4]([O-:6])=O.[CH2:12]([OH:18])[CH2:13][CH2:14][CH2:15][CH2:16][CH3:17].C1(C)C=CC(S(O)(=O)=[O:26])=CC=1. (7) Given the product [CH3:1][O:2][C:3]1[CH:9]=[CH:8][C:6]([NH:7][CH:14]=[C:15]([C:16]([O:18][CH2:19][CH3:20])=[O:17])[C:21]([O:23][CH2:24][CH3:25])=[O:22])=[CH:5][C:4]=1[CH3:10], predict the reactants needed to synthesize it. The reactants are: [CH3:1][O:2][C:3]1[CH:9]=[CH:8][C:6]([NH2:7])=[CH:5][C:4]=1[CH3:10].C(O[CH:14]=[C:15]([C:21]([O:23][CH2:24][CH3:25])=[O:22])[C:16]([O:18][CH2:19][CH3:20])=[O:17])C.